Predict the reactants needed to synthesize the given product. From a dataset of Full USPTO retrosynthesis dataset with 1.9M reactions from patents (1976-2016). (1) Given the product [NH2:37][C:7]1[C:8]([C:10]2[N:15]=[C:14]([NH:16][C:17]3[N:22]=[CH:21][C:20]4[N:23]=[C:24]([CH2:29][O:30][CH:31]5[CH2:36][CH2:35][CH2:34][CH2:33][O:32]5)[N:25]([CH:26]([CH3:27])[CH3:28])[C:19]=4[CH:18]=3)[CH:13]=[CH:12][N:11]=2)=[CH:9][N:5]([CH2:4][CH:1]2[CH2:3][CH2:2]2)[N:6]=1, predict the reactants needed to synthesize it. The reactants are: [CH:1]1([CH2:4][N:5]2[CH:9]=[C:8]([C:10]3[N:15]=[C:14]([NH:16][C:17]4[N:22]=[CH:21][C:20]5[N:23]=[C:24]([CH2:29][O:30][CH:31]6[CH2:36][CH2:35][CH2:34][CH2:33][O:32]6)[N:25]([CH:26]([CH3:28])[CH3:27])[C:19]=5[CH:18]=4)[CH:13]=[CH:12][N:11]=3)[C:7]([N+:37]([O-])=O)=[N:6]2)[CH2:3][CH2:2]1.[Cl-].[NH4+].O.C(O)(=O)C. (2) Given the product [CH:24]([O:27][C:28]1[CH:34]=[C:33]([CH:35]2[CH2:36][CH2:37][NH:38][CH2:39][CH2:40]2)[C:32]([CH3:41])=[CH:31][C:29]=1[NH:30][C:2]1[CH:7]=[C:6]([NH:8][C:9]2[CH:14]=[CH:13][CH:12]=[CH:11][C:10]=2[S:15]([CH:18]([CH3:20])[CH3:19])(=[O:17])=[O:16])[N:5]2[N:21]=[CH:22][CH:23]=[C:4]2[N:3]=1)([CH3:26])[CH3:25], predict the reactants needed to synthesize it. The reactants are: Cl[C:2]1[CH:7]=[C:6]([NH:8][C:9]2[CH:14]=[CH:13][CH:12]=[CH:11][C:10]=2[S:15]([CH:18]([CH3:20])[CH3:19])(=[O:17])=[O:16])[N:5]2[N:21]=[CH:22][CH:23]=[C:4]2[N:3]=1.[CH:24]([O:27][C:28]1[CH:34]=[C:33]([CH:35]2[CH2:40][CH2:39][NH:38][CH2:37][CH2:36]2)[C:32]([CH3:41])=[CH:31][C:29]=1[NH2:30])([CH3:26])[CH3:25].Cl. (3) Given the product [O:31]=[C:30]1[C:25]2[C:24](=[CH:29][CH:28]=[CH:27][CH:26]=2)[CH2:32][N:1]1[C:2]1[CH:3]=[C:4]([CH:21]=[CH:22][CH:23]=1)[O:5][C:6]1[CH:7]=[CH:8][C:9]2[N:10]([CH:12]=[C:13]([NH:15][C:16]([CH:18]3[CH2:20][CH2:19]3)=[O:17])[N:14]=2)[CH:11]=1, predict the reactants needed to synthesize it. The reactants are: [NH2:1][C:2]1[CH:3]=[C:4]([CH:21]=[CH:22][CH:23]=1)[O:5][C:6]1[CH:7]=[CH:8][C:9]2[N:10]([CH:12]=[C:13]([NH:15][C:16]([CH:18]3[CH2:20][CH2:19]3)=[O:17])[N:14]=2)[CH:11]=1.[C:24]1([CH:32]=O)[C:25]([CH:30]=[O:31])=[CH:26][CH:27]=[CH:28][CH:29]=1. (4) Given the product [C:67]([O:66][C:64](=[O:65])[CH2:63][O:62][C:61]1[CH:60]=[CH:59][C:58]([C@@H:57]([NH:56][C:53]2[CH:52]=[CH:51][C:50]([F:49])=[CH:55][CH:54]=2)[CH:13]([S:12][CH2:11][C:10]2[CH:6]=[CH:5][C:4]([O:3][CH3:2])=[CH:9][CH:8]=2)[C:16](=[O:17])[N:15]2[C@@H:14]([C:25]3[CH:26]=[CH:27][CH:28]=[CH:46][CH:47]=3)[CH2:82][O:85][C:18]2=[O:86])=[CH:72][CH:71]=1)([CH3:68])([CH3:69])[CH3:70], predict the reactants needed to synthesize it. The reactants are: O1[C:5]2[CH:6]=C[C:8]([CH:10](O)[CH2:11][S:12][C@H:13]3[C:16](=[O:17])[N:15]([C:18]4C=CC(F)=CC=4)[C@@H:14]3[C:25]3[CH:47]=[CH:46][C:28](OCC(NCC(N[C@@H](C(O)=O)C(C)(C)C)=O)=O)=[CH:27][CH:26]=3)=[CH:9][C:4]=2[O:3][CH2:2]1.[F:49][C:50]1[CH:55]=[CH:54][C:53](/[N:56]=[CH:57]/[C:58]2[CH:72]=[CH:71][C:61]([O:62][CH2:63][C:64]([O:66][C:67]([CH3:70])([CH3:69])[CH3:68])=[O:65])=[CH:60][CH:59]=2)=[CH:52][CH:51]=1.C(N(C(C)C)C(C)C)C.[CH:82]([OH:85])(C)C.[OH2:86]. (5) Given the product [Si:27]([O:26][CH2:25][C@@H:13]([N:12]1[C:11]2[C:10]3[CH:9]=[CH:8][CH:7]=[CH:6][C:5]=3[N:4]=[CH:3][C:2]=2[N:1]=[C:37]1[CH2:36][Cl:35])[CH2:14][CH2:15][CH2:16][NH:17][C:18](=[O:24])[O:19][C:20]([CH3:23])([CH3:22])[CH3:21])([C:30]([CH3:33])([CH3:32])[CH3:31])([CH3:28])[CH3:29], predict the reactants needed to synthesize it. The reactants are: [NH2:1][C:2]1[CH:3]=[N:4][C:5]2[C:10]([C:11]=1[NH:12][C@H:13]([CH2:25][O:26][Si:27]([C:30]([CH3:33])([CH3:32])[CH3:31])([CH3:29])[CH3:28])[CH2:14][CH2:15][CH2:16][NH:17][C:18](=[O:24])[O:19][C:20]([CH3:23])([CH3:22])[CH3:21])=[CH:9][CH:8]=[CH:7][CH:6]=2.Cl.[Cl:35][CH2:36][C:37](=N)OCC.C([O-])(O)=O.[Na+].C(Cl)(Cl)Cl. (6) Given the product [CH2:1]([O:3][C:4](=[O:17])[C:5]([O:8][C:9]1[CH:14]=[CH:13][C:12]([O:15][CH2:31][CH2:30][CH2:29][C:28]#[C:27][C:24]2[CH:25]=[CH:26][C:21]([O:20][C:19]([F:18])([F:37])[F:38])=[CH:22][CH:23]=2)=[C:11]([F:16])[CH:10]=1)([CH3:7])[CH3:6])[CH3:2], predict the reactants needed to synthesize it. The reactants are: [CH2:1]([O:3][C:4](=[O:17])[C:5]([O:8][C:9]1[CH:14]=[CH:13][C:12]([OH:15])=[C:11]([F:16])[CH:10]=1)([CH3:7])[CH3:6])[CH3:2].[F:18][C:19]([F:38])([F:37])[O:20][C:21]1[CH:26]=[CH:25][C:24]([C:27]#[C:28][CH2:29][CH2:30][CH2:31]OS(C)(=O)=O)=[CH:23][CH:22]=1. (7) Given the product [F:13][C:14]1[CH:15]=[CH:16][C:17]([C:18]([NH:20][CH:21]([C:26]2[S:27][CH:28]=[CH:29][CH:30]=2)[C:22](=[O:24])[CH2:36][C:35]([O:38][CH2:39][CH3:40])=[O:37])=[O:19])=[CH:31][CH:32]=1, predict the reactants needed to synthesize it. The reactants are: C(NC(C)C)(C)C.C([Li])CCC.[F:13][C:14]1[CH:32]=[CH:31][C:17]([C:18]([NH:20][CH:21]([C:26]2[S:27][CH:28]=[CH:29][CH:30]=2)[C:22]([O:24]C)=O)=[O:19])=[CH:16][CH:15]=1.[Cl-].[NH4+].[C:35]([O:38][CH2:39][CH3:40])(=[O:37])[CH3:36]. (8) Given the product [O:20]=[C:19]1[C@:15]2([CH2:27][CH2:28][CH2:29][N:13]([C:10]3[N:11]=[CH:12][C:7]([NH:6][C:2](=[O:3])[O:4][CH3:5])=[CH:8][CH:9]=3)[CH2:14]2)[CH2:16][CH2:17][N:18]1[CH:21]1[CH2:26][CH2:25][O:24][CH2:23][CH2:22]1, predict the reactants needed to synthesize it. The reactants are: Cl[C:2]([O:4][CH3:5])=[O:3].[NH2:6][C:7]1[CH:8]=[CH:9][C:10]([N:13]2[CH2:29][CH2:28][CH2:27][C@:15]3([C:19](=[O:20])[N:18]([CH:21]4[CH2:26][CH2:25][O:24][CH2:23][CH2:22]4)[CH2:17][CH2:16]3)[CH2:14]2)=[N:11][CH:12]=1.C(N(CC)C(C)C)(C)C.C(Cl)Cl. (9) The reactants are: [C:1]([O:5][C:6]([N:8]1[CH2:13][CH2:12][N:11]([C:14]2[N:19]=[C:18](Cl)[N:17]=[CH:16][N:15]=2)[CH2:10][CH2:9]1)=[O:7])([CH3:4])([CH3:3])[CH3:2].[CH3:21][C:22]1([CH3:41])[CH2:31][CH2:30][CH2:29][C:28]2[CH:27]=[C:26](B3OC(C)(C)C(C)(C)O3)[CH:25]=[CH:24][C:23]1=2. Given the product [C:1]([O:5][C:6]([N:8]1[CH2:13][CH2:12][N:11]([C:14]2[N:19]=[C:18]([C:26]3[CH:25]=[CH:24][C:23]4[C:22]([CH3:41])([CH3:21])[CH2:31][CH2:30][CH2:29][C:28]=4[CH:27]=3)[N:17]=[CH:16][N:15]=2)[CH2:10][CH2:9]1)=[O:7])([CH3:4])([CH3:3])[CH3:2], predict the reactants needed to synthesize it. (10) Given the product [OH:19][CH2:18][C:16]1[CH:15]=[C:14]([C:20]([F:22])([F:23])[F:21])[N:13]=[C:12]([O:11][CH:8]2[CH2:9][CH2:10][C:5](=[O:4])[CH2:6][CH2:7]2)[CH:17]=1, predict the reactants needed to synthesize it. The reactants are: O1[C:5]2([CH2:10][CH2:9][CH:8]([O:11][C:12]3[CH:17]=[C:16]([CH2:18][OH:19])[CH:15]=[C:14]([C:20]([F:23])([F:22])[F:21])[N:13]=3)[CH2:7][CH2:6]2)[O:4]CC1.Cl.O.C([O-])(O)=O.[Na+].